The task is: Predict the reactants needed to synthesize the given product.. This data is from Full USPTO retrosynthesis dataset with 1.9M reactions from patents (1976-2016). (1) Given the product [CH3:13][O:14][C:15](=[O:35])[CH2:16][CH2:17][C:18]1[CH:23]=[CH:22][C:21]([O:24][CH2:25][CH2:26][C@H:27]([O:12][C:3]2[CH:4]=[CH:5][C:6]([C:8]([F:10])([F:11])[F:9])=[CH:7][C:2]=2[Br:1])[CH3:28])=[CH:20][C:19]=1[CH3:34], predict the reactants needed to synthesize it. The reactants are: [Br:1][C:2]1[CH:7]=[C:6]([C:8]([F:11])([F:10])[F:9])[CH:5]=[CH:4][C:3]=1[OH:12].[CH3:13][O:14][C:15](=[O:35])[CH2:16][CH2:17][C:18]1[CH:23]=[CH:22][C:21]([O:24][CH2:25][CH2:26][C@@H:27](OS(C)(=O)=O)[CH3:28])=[CH:20][C:19]=1[CH3:34].C([O-])([O-])=O.[Cs+].[Cs+].Cl. (2) Given the product [NH2:42][C:28]1[N:29]=[C:30]([C:32]2[CH:41]=[C:40]3[C:35]([CH2:36][CH2:37][N:38]([C:14]([NH:2][C@H:3]4[CH2:8][CH2:7][CH2:6][CH2:5][C@H:4]4[C:9]([O:11][CH2:12][CH3:13])=[O:10])=[O:15])[CH2:39]3)=[CH:34][CH:33]=2)[CH:31]=[C:26]([N:23]2[CH2:22][CH2:21][N:20]([CH3:19])[CH2:25][CH2:24]2)[N:27]=1, predict the reactants needed to synthesize it. The reactants are: Cl.[NH2:2][C@H:3]1[CH2:8][CH2:7][CH2:6][CH2:5][C@H:4]1[C:9]([O:11][CH2:12][CH3:13])=[O:10].[C:14](Cl)(Cl)=[O:15].Cl.[CH3:19][N:20]1[CH2:25][CH2:24][N:23]([C:26]2[CH:31]=[C:30]([C:32]3[CH:41]=[C:40]4[C:35]([CH2:36][CH2:37][NH:38][CH2:39]4)=[CH:34][CH:33]=3)[N:29]=[C:28]([NH2:42])[N:27]=2)[CH2:22][CH2:21]1. (3) Given the product [Cl:19][C:12]1[CH:13]=[N+:14]([O-:18])[CH:15]=[C:16]([Cl:17])[C:11]=1[CH2:10][C@@H:9]([C:20]1[CH:25]=[CH:24][C:23]([O:26][CH:27]([F:29])[F:28])=[C:22]([O:30][CH3:31])[CH:21]=1)[OH:8], predict the reactants needed to synthesize it. The reactants are: C(O[C@@H](C1C=CC=CC=1)C([O:8][C@H:9]([C:20]1[CH:25]=[CH:24][C:23]([O:26][CH:27]([F:29])[F:28])=[C:22]([O:30][CH3:31])[CH:21]=1)[CH2:10][C:11]1[C:16]([Cl:17])=[CH:15][N+:14]([O-:18])=[CH:13][C:12]=1[Cl:19])=O)(=O)C.C([O-])(O)=O.[Na+]. (4) Given the product [NH2:26][C:18]1[C:17]([C:15]([NH:14][C@H:12]([C:7]2[O:8][C:9]3[C:4]([C:5](=[O:40])[C:6]=2[C:34]2[CH:35]=[CH:36][CH:37]=[CH:38][CH:39]=2)=[CH:3][C:2]([F:1])=[CH:11][CH:10]=3)[CH3:13])=[O:16])=[C:21]2[N:22]=[CH:23][CH:24]=[CH:25][N:20]2[N:19]=1, predict the reactants needed to synthesize it. The reactants are: [F:1][C:2]1[CH:3]=[C:4]2[C:9](=[CH:10][CH:11]=1)[O:8][C:7]([C@@H:12]([NH:14][C:15]([C:17]1[C:18]([NH:26]C(=O)OC(C)(C)C)=[N:19][N:20]3[CH:25]=[CH:24][CH:23]=[N:22][C:21]=13)=[O:16])[CH3:13])=[C:6]([C:34]1[CH:39]=[CH:38][CH:37]=[CH:36][CH:35]=1)[C:5]2=[O:40].C(O)(C(F)(F)F)=O.C(=O)(O)[O-]. (5) Given the product [OH:88][CH:5]1[CH2:6][N:7]([C:16]2[S:17][CH:18]=[C:19]([C:21](=[O:62])[NH:22][CH:23]([CH2:24][OH:25])[CH2:43][OH:44])[N:20]=2)[CH2:8]1, predict the reactants needed to synthesize it. The reactants are: C([CH:5]1[CH:8](OC2C=CC=CC=2)[N:7]([C:16]2[S:17][CH:18]=[C:19]([C:21](=[O:62])[NH:22][CH:23]([CH2:43][O:44][Si](C(C)(C)C)(C3C=CC=CC=3)C3C=CC=CC=3)[CH2:24][O:25][Si](C(C)(C)C)(C3C=CC=CC=3)C3C=CC=CC=3)[N:20]=2)[CH:6]1OC1C=CC=CC=1)(C)(C)C.[F-].C([N+](CCCC)(CCCC)CCCC)CCC.[O:88]1CCCC1. (6) Given the product [CH:16]([NH:15][C:4]1[C:5]2[CH2:10][N:9]([CH:11]([CH3:13])[CH3:12])[C:8](=[O:14])[C:6]=2[N:7]=[C:2]([N:40]2[CH2:39][CH2:38][N:37]([C:35](=[O:36])[CH2:34][N:33]([CH3:32])[CH3:43])[CH2:42][CH2:41]2)[N:3]=1)([C:17]1[CH:18]=[CH:19][CH:20]=[CH:21][CH:22]=1)[C:23]1[CH:28]=[CH:27][CH:26]=[CH:25][CH:24]=1, predict the reactants needed to synthesize it. The reactants are: Cl[C:2]1[N:3]=[C:4]([NH:15][CH:16]([C:23]2[CH:28]=[CH:27][C:26](OC)=[CH:25][CH:24]=2)[C:17]2[CH:22]=[CH:21][CH:20]=[CH:19][CH:18]=2)[C:5]2[CH2:10][N:9]([CH:11]([CH3:13])[CH3:12])[C:8](=[O:14])[C:6]=2[N:7]=1.Cl.[CH3:32][N:33]([CH3:43])[CH2:34][C:35]([N:37]1[CH2:42][CH2:41][NH:40][CH2:39][CH2:38]1)=[O:36].